From a dataset of NCI-60 drug combinations with 297,098 pairs across 59 cell lines. Regression. Given two drug SMILES strings and cell line genomic features, predict the synergy score measuring deviation from expected non-interaction effect. (1) Drug 1: CN1C(=O)N2C=NC(=C2N=N1)C(=O)N. Drug 2: CC1CCCC2(C(O2)CC(NC(=O)CC(C(C(=O)C(C1O)C)(C)C)O)C(=CC3=CSC(=N3)C)C)C. Cell line: HOP-92. Synergy scores: CSS=25.1, Synergy_ZIP=0.484, Synergy_Bliss=0.666, Synergy_Loewe=-7.70, Synergy_HSA=1.07. (2) Drug 1: CN1CCC(CC1)COC2=C(C=C3C(=C2)N=CN=C3NC4=C(C=C(C=C4)Br)F)OC. Drug 2: COCCOC1=C(C=C2C(=C1)C(=NC=N2)NC3=CC=CC(=C3)C#C)OCCOC.Cl. Cell line: SW-620. Synergy scores: CSS=-3.93, Synergy_ZIP=0.103, Synergy_Bliss=-2.78, Synergy_Loewe=-7.43, Synergy_HSA=-5.48. (3) Drug 1: C1=CC(=CC=C1CCC2=CNC3=C2C(=O)NC(=N3)N)C(=O)NC(CCC(=O)O)C(=O)O. Drug 2: CS(=O)(=O)OCCCCOS(=O)(=O)C. Cell line: PC-3. Synergy scores: CSS=41.4, Synergy_ZIP=-0.929, Synergy_Bliss=-1.48, Synergy_Loewe=-19.2, Synergy_HSA=0.527. (4) Drug 1: CC1OCC2C(O1)C(C(C(O2)OC3C4COC(=O)C4C(C5=CC6=C(C=C35)OCO6)C7=CC(=C(C(=C7)OC)O)OC)O)O. Drug 2: CC(C)CN1C=NC2=C1C3=CC=CC=C3N=C2N. Cell line: SK-MEL-2. Synergy scores: CSS=28.0, Synergy_ZIP=-7.38, Synergy_Bliss=0.969, Synergy_Loewe=-4.52, Synergy_HSA=0.286. (5) Drug 1: CC12CCC(CC1=CCC3C2CCC4(C3CC=C4C5=CN=CC=C5)C)O. Drug 2: C1CCN(CC1)CCOC2=CC=C(C=C2)C(=O)C3=C(SC4=C3C=CC(=C4)O)C5=CC=C(C=C5)O. Cell line: HT29. Synergy scores: CSS=9.15, Synergy_ZIP=7.91, Synergy_Bliss=9.50, Synergy_Loewe=4.80, Synergy_HSA=5.22.